This data is from Full USPTO retrosynthesis dataset with 1.9M reactions from patents (1976-2016). The task is: Predict the reactants needed to synthesize the given product. (1) The reactants are: [C:1]([CH:3]([NH:13][C:14](=O)[CH3:15])[CH2:4][O:5][CH2:6][C:7]1[CH:12]=[CH:11][CH:10]=[CH:9][CH:8]=1)#[N:2].C1(P(C2C=CC=CC=2)C2C=CC=CC=2)C=CC=CC=1.C(Cl)(Cl)(Cl)[Cl:37]. Given the product [Cl:37][C:1]1[N:2]=[C:14]([CH3:15])[NH:13][C:3]=1[CH2:4][O:5][CH2:6][C:7]1[CH:12]=[CH:11][CH:10]=[CH:9][CH:8]=1, predict the reactants needed to synthesize it. (2) Given the product [Br:1][C:2]1[CH:7]=[CH:6][C:5]([O:8][CH2:10][CH2:11][CH2:12][CH2:13][CH2:14][CH2:15][CH2:16][CH3:17])=[CH:4][CH:3]=1, predict the reactants needed to synthesize it. The reactants are: [Br:1][C:2]1[CH:7]=[CH:6][C:5]([OH:8])=[CH:4][CH:3]=1.Br[CH2:10][CH2:11][CH2:12][CH2:13][CH2:14][CH2:15][CH2:16][CH3:17].C(=O)([O-])[O-].[K+].[K+]. (3) Given the product [F:1][C:2]1[C:10]2[C:5](=[N:6][CH:7]=[CH:8][CH:9]=2)[N:4]([C:11]2[CH:16]=[CH:15][CH:14]=[C:13]([F:17])[CH:12]=2)[C:3]=1[CH:18]([NH2:20])[CH3:19], predict the reactants needed to synthesize it. The reactants are: [F:1][C:2]1[C:10]2[C:5](=[N:6][CH:7]=[CH:8][CH:9]=2)[N:4]([C:11]2[CH:16]=[CH:15][CH:14]=[C:13]([F:17])[CH:12]=2)[C:3]=1[CH:18]([NH:20]C(=O)OC(C)(C)C)[CH3:19].FC(F)(F)C(O)=O. (4) Given the product [Cl:19][CH2:20][CH2:21][CH2:22][N:1]1[C:5]2=[N:6][CH:7]=[CH:8][CH:9]=[C:4]2[C:3]([C:10](=[O:12])[CH3:11])=[CH:2]1, predict the reactants needed to synthesize it. The reactants are: [NH:1]1[C:5]2=[N:6][CH:7]=[CH:8][CH:9]=[C:4]2[C:3]([C:10](=[O:12])[CH3:11])=[CH:2]1.C([O-])([O-])=O.[Cs+].[Cs+].[Cl:19][CH2:20][CH2:21][CH2:22]I. (5) The reactants are: [H-].[Na+].[C:3]([CH2:5][C:6]([O:8][C:9]([CH3:12])([CH3:11])[CH3:10])=[O:7])#[N:4].[CH:13]1([CH2:16][O:17][C:18]2[CH:23]=[CH:22][CH:21]=[C:20]([O:24][CH2:25][C:26]3[CH:31]=[CH:30][C:29]([O:32][CH3:33])=[CH:28][CH:27]=3)[C:19]=2[C:34](=O)[CH:35]=[C:36](SC)[S:37][CH3:38])[CH2:15][CH2:14]1.C1OCCOC2C(=CC=CC=2)OCCOCCOC2C(=CC=CC=2)OC1.C([O-])(=O)C.[NH4+:72]. Given the product [NH2:4][C:3]1[N:72]=[C:34]([C:19]2[C:20]([O:24][CH2:25][C:26]3[CH:31]=[CH:30][C:29]([O:32][CH3:33])=[CH:28][CH:27]=3)=[CH:21][CH:22]=[CH:23][C:18]=2[O:17][CH2:16][CH:13]2[CH2:15][CH2:14]2)[CH:35]=[C:36]([S:37][CH3:38])[C:5]=1[C:6]([O:8][C:9]([CH3:12])([CH3:11])[CH3:10])=[O:7], predict the reactants needed to synthesize it. (6) Given the product [CH3:16][N:14]([CH3:13])[C:2]1[CH:10]=[CH:9][CH:8]=[C:7]([CH3:11])[C:3]=1[C:4]([OH:6])=[O:5], predict the reactants needed to synthesize it. The reactants are: N[C:2]1[CH:10]=[CH:9][CH:8]=[C:7]([CH3:11])[C:3]=1[C:4]([OH:6])=[O:5].[BH3-][C:13]#[N:14].[Na+].[CH3:16]C(O)=O.